This data is from Full USPTO retrosynthesis dataset with 1.9M reactions from patents (1976-2016). The task is: Predict the reactants needed to synthesize the given product. (1) Given the product [CH:1]1([N:7]([CH2:21][CH2:22][OH:23])[CH:8]2[CH2:9][CH2:10][N:11]([C:14]([O:16][C:17]([CH3:18])([CH3:19])[CH3:20])=[O:15])[CH2:12][CH2:13]2)[CH2:2][CH2:3][CH2:4][CH2:5][CH2:6]1, predict the reactants needed to synthesize it. The reactants are: [CH:1]1([N:7]([CH2:21][C:22](OCC)=[O:23])[CH:8]2[CH2:13][CH2:12][N:11]([C:14]([O:16][C:17]([CH3:20])([CH3:19])[CH3:18])=[O:15])[CH2:10][CH2:9]2)[CH2:6][CH2:5][CH2:4][CH2:3][CH2:2]1.[H-].[Al+3].[Li+].[H-].[H-].[H-].S([O-])([O-])(=O)=O.[K+].[K+].[OH-].[Na+]. (2) Given the product [CH2:1]1[O:13][C:12]2[CH:11]=[C:10]3[C:5]([C:6]([N:14]([CH2:15][CH2:16][CH2:17][N:18]([CH3:19])[CH3:20])[C:22](=[O:23])[C:36]4[CH:35]=[C:34]([O:37][CH3:38])[C:33]([O:39][CH3:40])=[CH:29][C:28]=4[I:27])=[CH:7][CH:8]=[N:9]3)=[CH:4][C:3]=2[O:2]1, predict the reactants needed to synthesize it. The reactants are: [CH2:1]1[O:13][C:12]2[CH:11]=[C:10]3[C:5]([C:6]([NH:14][CH2:15][CH2:16][CH2:17][N:18]([CH3:20])[CH3:19])=[CH:7][CH:8]=[N:9]3)=[CH:4][C:3]=2[O:2]1.C(Cl)(=O)[C:22](Cl)=[O:23].[I:27][C:28]1[CH:36]=[CH:35][C:34]([O:37][CH3:38])=[C:33]([O:39][CH3:40])[C:29]=1C(O)=O. (3) Given the product [ClH:20].[Cl:20][C:16]1[CH:15]=[C:14]([NH:13][C:10]2[CH:11]=[CH:12][C:7]([C:6]([OH:25])=[O:5])=[C:8]([C:21]([F:23])([F:22])[F:24])[N:9]=2)[CH:19]=[CH:18][CH:17]=1, predict the reactants needed to synthesize it. The reactants are: [OH-].[K+].C([O:5][C:6](=[O:25])[C:7]1[CH:12]=[CH:11][C:10]([NH:13][C:14]2[CH:19]=[CH:18][CH:17]=[C:16]([Cl:20])[CH:15]=2)=[N:9][C:8]=1[C:21]([F:24])([F:23])[F:22])C. (4) Given the product [C:6]1([C:5]2[C:4]([N:13]3[CH2:18][CH2:17][N:16]([C:19]([O:21][C:22]([CH3:25])([CH3:24])[CH3:23])=[O:20])[CH2:15][CH2:14]3)=[CH:3][NH:2][N:28]=2)[CH:11]=[CH:10][CH:9]=[CH:8][CH:7]=1, predict the reactants needed to synthesize it. The reactants are: C[N:2](C)[CH:3]=[C:4]([N:13]1[CH2:18][CH2:17][N:16]([C:19]([O:21][C:22]([CH3:25])([CH3:24])[CH3:23])=[O:20])[CH2:15][CH2:14]1)[C:5](=O)[C:6]1[CH:11]=[CH:10][CH:9]=[CH:8][CH:7]=1.O.[NH2:28]N. (5) Given the product [Br:9][C:5]1[C:6]([CH3:8])=[CH:7][C:2]([CH:11]2[CH2:13][CH2:12]2)=[N:3][CH:4]=1, predict the reactants needed to synthesize it. The reactants are: Br[C:2]1[CH:7]=[C:6]([CH3:8])[C:5]([Br:9])=[CH:4][N:3]=1.[Br-].[CH:11]1([Zn+])[CH2:13][CH2:12]1.C([O-])(O)=O.[Na+]. (6) Given the product [Cl:20][C:5]1[C:6]([NH:9][C@@H:10]2[C@@H:15]3[CH2:16][C@@H:12]([CH:13]=[CH:14]3)[C@@H:11]2[C:17]([NH2:19])=[O:18])=[C:7]2[N:8]=[C:25]([C:24]3[CH:27]=[CH:28][C:29]([CH:31]4[CH2:32][CH2:33][N:34]([CH3:37])[CH2:35][CH2:36]4)=[CH:30][C:23]=3[O:22][CH3:21])[NH:1][C:2]2=[N:3][CH:4]=1, predict the reactants needed to synthesize it. The reactants are: [NH2:1][C:2]1[C:7]([NH2:8])=[C:6]([NH:9][C@@H:10]2[C@@H:15]3[CH2:16][C@@H:12]([CH:13]=[CH:14]3)[C@@H:11]2[C:17]([NH2:19])=[O:18])[C:5]([Cl:20])=[CH:4][N:3]=1.[CH3:21][O:22][C:23]1[CH:30]=[C:29]([CH:31]2[CH2:36][CH2:35][N:34]([CH3:37])[CH2:33][CH2:32]2)[CH:28]=[CH:27][C:24]=1[CH:25]=O.